Dataset: Forward reaction prediction with 1.9M reactions from USPTO patents (1976-2016). Task: Predict the product of the given reaction. (1) Given the reactants C(O[C:4](=O)[CH2:5][C:6]1[C:14]([Cl:15])=[CH:13][CH:12]=[C:11]2[C:7]=1[CH:8]=[C:9]([CH2:16][N:17]([CH3:19])[CH3:18])[NH:10]2)C.[CH:21]([NH2:23])=[O:22].[CH3:24][O-:25].[Na+].[CH3:27][N:28]([CH:30]=O)C, predict the reaction product. The product is: [Cl:15][C:14]1[C:6]([C:5]2[C:21](=[O:22])[NH:23][C:24](=[O:25])[C:4]=2[C:9]2[C:8]3[C:27](=[CH:4][CH:5]=[CH:6][CH:7]=3)[NH:28][CH:30]=2)=[C:7]2[C:11](=[CH:12][CH:13]=1)[NH:10][C:9]([CH2:16][N:17]([CH3:18])[CH3:19])=[CH:8]2. (2) Given the reactants CC([N:5]([CH2:9][CH:10]([NH:18][C:19]([C:21]1[S:22][C:23]([C:29]2[N:33]([CH3:34])[N:32]=[CH:31][CH:30]=2)=[C:24]([Br:28])[C:25]=1[O:26][CH3:27])=[O:20])[CH2:11][C:12]1[CH:17]=[CH:16][CH:15]=[CH:14][CH:13]=1)C(=O)[O-])(C)C, predict the reaction product. The product is: [NH2:5][CH2:9][CH:10]([NH:18][C:19]([C:21]1[S:22][C:23]([C:29]2[N:33]([CH3:34])[N:32]=[CH:31][CH:30]=2)=[C:24]([Br:28])[C:25]=1[O:26][CH3:27])=[O:20])[CH2:11][C:12]1[CH:13]=[CH:14][CH:15]=[CH:16][CH:17]=1. (3) Given the reactants Cl[C:2]1[CH:11]=[CH:10][N:9]=[C:8]2[C:3]=1[CH:4]=[CH:5][C:6]([C:12]([F:15])([F:14])[F:13])=[N:7]2.C[C:17]1(C)[CH2:22][O:21]B([C:23]2[CH:24]=[CH:25][C:26]([F:38])=[C:27]([C:29]3[C:30]([C:36]#[N:37])=[C:31]([F:35])[CH:32]=[CH:33][CH:34]=3)[CH:28]=2)OC1.C(=O)([O-])[O-:41].[Na+].[Na+], predict the reaction product. The product is: [C:22]([O:41][CH2:6][CH3:12])(=[O:21])[CH3:17].[CH3:10][CH2:11][CH2:2][CH:3]([CH3:8])[CH3:4].[F:35][C:31]1[CH:32]=[CH:33][CH:34]=[C:29]([C:27]2[CH:28]=[C:23]([C:2]3[C:3]4[C:8](=[N:7][C:6]([C:12]([F:15])([F:14])[F:13])=[CH:5][CH:4]=4)[N:9]=[CH:10][CH:11]=3)[CH:24]=[CH:25][C:26]=2[F:38])[C:30]=1[C:36]#[N:37].